Regression. Given a peptide amino acid sequence and an MHC pseudo amino acid sequence, predict their binding affinity value. This is MHC class II binding data. From a dataset of Peptide-MHC class II binding affinity with 134,281 pairs from IEDB. (1) The peptide sequence is GKEFIRCLALPFRGY. The MHC is HLA-DQA10201-DQB10301 with pseudo-sequence HLA-DQA10201-DQB10301. The binding affinity (normalized) is 0. (2) The peptide sequence is FIIDGPNTPECPSAS. The MHC is DRB1_0301 with pseudo-sequence DRB1_0301. The binding affinity (normalized) is 0.148.